Dataset: Full USPTO retrosynthesis dataset with 1.9M reactions from patents (1976-2016). Task: Predict the reactants needed to synthesize the given product. (1) Given the product [Cl:32][C:30]1[CH:29]=[CH:28][C:26]2[N:27]=[C:1]([N:8]3[C:12]4[CH:13]=[CH:14][C:15]([C:17]([F:18])([F:19])[F:20])=[CH:16][C:11]=4[NH:10][C:9]3=[O:21])[S:24][C:25]=2[CH:31]=1, predict the reactants needed to synthesize it. The reactants are: [C:1]([N:8]1[C:12]2[CH:13]=[CH:14][C:15]([C:17]([F:20])([F:19])[F:18])=[CH:16][C:11]=2[NH:10][C:9]1=[O:21])(OC(C)(C)C)=O.ClC1[S:24][C:25]2[CH:31]=[C:30]([Cl:32])[CH:29]=[CH:28][C:26]=2[N:27]=1.C([O-])([O-])=O.[Cs+].[Cs+]. (2) The reactants are: [SH:1][CH2:2][C:3]1([OH:15])[CH2:8][CH2:7][CH:6]([C:9]2[CH:14]=[CH:13][CH:12]=[CH:11][CH:10]=2)[CH2:5][CH2:4]1.[C:16]1(=[O:27])[C:25]2[C:20](=[CH:21][CH:22]=[CH:23][CH:24]=2)[CH:19]=[CH:18][C:17]1=[O:26]. Given the product [C:9]1([CH:6]2[CH2:5][CH2:4][C:3]3([O:15][C:19]4[C:20]5[C:25]([C:16](=[O:27])[C:17](=[O:26])[C:18]=4[S:1][CH2:2]3)=[CH:24][CH:23]=[CH:22][CH:21]=5)[CH2:8][CH2:7]2)[CH:14]=[CH:13][CH:12]=[CH:11][CH:10]=1, predict the reactants needed to synthesize it. (3) Given the product [Cl:22][C:16]1[CH:17]=[C:18]([Cl:21])[CH:19]=[CH:20][C:15]=1[C:13]1[N:14]=[C:10](/[CH:9]=[CH:8]/[C:5]2[CH:6]=[CH:7][C:2]([C:26]3[CH:27]=[CH:28][CH:29]=[CH:30][C:25]=3[O:24][CH3:23])=[CH:3][CH:4]=2)[NH:11][CH:12]=1, predict the reactants needed to synthesize it. The reactants are: Br[C:2]1[CH:7]=[CH:6][C:5](/[CH:8]=[CH:9]/[C:10]2[NH:11][CH:12]=[C:13]([C:15]3[CH:20]=[CH:19][C:18]([Cl:21])=[CH:17][C:16]=3[Cl:22])[N:14]=2)=[CH:4][CH:3]=1.[CH3:23][O:24][C:25]1[CH:30]=[CH:29][CH:28]=[CH:27][C:26]=1B(O)O. (4) Given the product [C:1]1([CH:7]2[O:12][CH2:11][CH2:10][N:9]([C:19](=[O:20])[CH2:18][C:14]3[S:13][CH:17]=[CH:16][CH:15]=3)[CH2:8]2)[CH:2]=[CH:3][CH:4]=[CH:5][CH:6]=1, predict the reactants needed to synthesize it. The reactants are: [C:1]1([CH:7]2[O:12][CH2:11][CH2:10][NH:9][CH2:8]2)[CH:6]=[CH:5][CH:4]=[CH:3][CH:2]=1.[S:13]1[CH:17]=[CH:16][CH:15]=[C:14]1[CH2:18][C:19](Cl)=[O:20].C(N(CC)CC)C.